The task is: Predict which catalyst facilitates the given reaction.. This data is from Catalyst prediction with 721,799 reactions and 888 catalyst types from USPTO. (1) Reactant: [NH2:1][C:2]([C:5]1[CH:10]=[CH:9][C:8]([C:11]2[C:12]([C:18]([O:20][CH3:21])=[O:19])=[C:13]([F:17])[CH:14]=[CH:15][CH:16]=2)=[CH:7][CH:6]=1)([CH3:4])[CH3:3].[C:22]([O:26][C:27]([NH:29][C:30]1([C:33](O)=[O:34])[CH2:32][CH2:31]1)=[O:28])([CH3:25])([CH3:24])[CH3:23].C1C=CC2N(O)N=NC=2C=1.O.CCN=C=NCCCN(C)C. Product: [C:22]([O:26][C:27]([NH:29][C:30]1([C:33]([NH:1][C:2]([C:5]2[CH:10]=[CH:9][C:8]([C:11]3[C:12]([C:18]([O:20][CH3:21])=[O:19])=[C:13]([F:17])[CH:14]=[CH:15][CH:16]=3)=[CH:7][CH:6]=2)([CH3:4])[CH3:3])=[O:34])[CH2:32][CH2:31]1)=[O:28])([CH3:25])([CH3:24])[CH3:23]. The catalyst class is: 2. (2) Reactant: [OH:1][CH2:2][C@@H:3]1[C@@H:9]([C:10]2[CH:15]=[CH:14][C:13]([Cl:16])=[C:12]([Cl:17])[CH:11]=2)[CH2:8][C@H:7]2[N:18]([CH3:19])[C@@H:4]1[CH2:5][CH2:6]2.[H-].[Na+].[CH2:22](OS([O-])(=O)=O)[CH3:23].O. Product: [CH2:22]([O:1][CH2:2][C@@H:3]1[C@@H:9]([C:10]2[CH:15]=[CH:14][C:13]([Cl:16])=[C:12]([Cl:17])[CH:11]=2)[CH2:8][C@H:7]2[N:18]([CH3:19])[C@@H:4]1[CH2:5][CH2:6]2)[CH3:23]. The catalyst class is: 1.